Predict the product of the given reaction. From a dataset of Forward reaction prediction with 1.9M reactions from USPTO patents (1976-2016). (1) Given the reactants [Cl:1][C:2]1[CH:7]=[CH:6][C:5]([C:8]2[C:13]([C:14](O)=[O:15])=[CH:12][N:11]=[CH:10][CH:9]=2)=[C:4]([F:17])[CH:3]=1.C1C=CC2N(O)N=[N:24]C=2C=1.C(Cl)CCl.CCN(C(C)C)C(C)C.[Cl-].[NH4+], predict the reaction product. The product is: [Cl:1][C:2]1[CH:7]=[CH:6][C:5]([C:8]2[C:13]([C:14]([NH2:24])=[O:15])=[CH:12][N:11]=[CH:10][CH:9]=2)=[C:4]([F:17])[CH:3]=1. (2) Given the reactants [NH2:1][CH2:2][C@@H:3]1[C@H:8]([CH3:9])[CH2:7][CH2:6][CH2:5][N:4]1[C:10]([C:12]1[C:17]([N:18]2[N:22]=[CH:21][CH:20]=[N:19]2)=[CH:16][CH:15]=[C:14]([CH3:23])[N:13]=1)=[O:11].F[C:25]1[CH:30]=[CH:29][C:28]([C:31]([F:34])([F:33])[F:32])=[CH:27][N:26]=1, predict the reaction product. The product is: [CH3:9][C@@H:8]1[CH2:7][CH2:6][CH2:5][N:4]([C:10]([C:12]2[C:17]([N:18]3[N:22]=[CH:21][CH:20]=[N:19]3)=[CH:16][CH:15]=[C:14]([CH3:23])[N:13]=2)=[O:11])[C@@H:3]1[CH2:2][NH:1][C:25]1[CH:30]=[CH:29][C:28]([C:31]([F:34])([F:33])[F:32])=[CH:27][N:26]=1. (3) Given the reactants CCN=C=NCCCN(C)C.[C:12]([C:15]1[O:19][C:18]([C:20]2[CH:21]=[C:22]([S:26]([NH2:29])(=[O:28])=[O:27])[CH:23]=[CH:24][CH:25]=2)=[CH:17][CH:16]=1)(=[O:14])[CH3:13].[C:30]1([CH2:36][CH2:37][CH2:38][C:39](O)=[O:40])[CH:35]=[CH:34][CH:33]=[CH:32][CH:31]=1, predict the reaction product. The product is: [C:12]([C:15]1[O:19][C:18]([C:20]2[CH:21]=[C:22]([S:26]([NH:29][C:39](=[O:40])[CH2:38][CH2:37][CH2:36][C:30]3[CH:35]=[CH:34][CH:33]=[CH:32][CH:31]=3)(=[O:27])=[O:28])[CH:23]=[CH:24][CH:25]=2)=[CH:17][CH:16]=1)(=[O:14])[CH3:13]. (4) The product is: [CH3:2][C:1]1[O:3][C:22]([C:28]2[CH:27]=[CH:25][CH:24]=[CH:23][N:34]=2)=[N:5][N:4]=1. Given the reactants [C:1]([NH:4][NH:5]C(=O)C1C=C(CC)C(OC)=NC=1C)(=[O:3])[CH3:2].S(Cl)([C:22]1[CH:28]=[CH:27][C:25](C)=[CH:24][CH:23]=1)(=O)=O.C([N:34]=P1(N(CC)CC)N(C)CCCN1C)(C)(C)C, predict the reaction product. (5) The product is: [Cl:1][C:2]1[C:3]2[CH:10]=[C:9]([C:26]3[CH:25]=[CH:24][C:23]([N:37]4[CH2:42][CH2:41][N:40]([CH:43]5[CH2:46][O:45][CH2:44]5)[CH2:39][CH2:38]4)=[C:22]([O:21][CH3:20])[CH:27]=3)[N:8]([CH2:12][O:13][CH2:14][CH2:15][Si:16]([CH3:19])([CH3:18])[CH3:17])[C:4]=2[N:5]=[CH:6][N:7]=1. Given the reactants [Cl:1][C:2]1[C:3]2[CH:10]=[C:9](I)[N:8]([CH2:12][O:13][CH2:14][CH2:15][Si:16]([CH3:19])([CH3:18])[CH3:17])[C:4]=2[N:5]=[CH:6][N:7]=1.[CH3:20][O:21][C:22]1[CH:27]=[C:26](B2OC(C)(C)C(C)(C)O2)[CH:25]=[CH:24][C:23]=1[N:37]1[CH2:42][CH2:41][N:40]([CH:43]2[CH2:46][O:45][CH2:44]2)[CH2:39][CH2:38]1.C([O-])([O-])=O.[Na+].[Na+], predict the reaction product.